From a dataset of Reaction yield outcomes from USPTO patents with 853,638 reactions. Predict the reaction yield, written as a fraction of the theoretical maximum amount of product (1.0 means a 100% yield; for example, 0.34 means a 34% yield). (1) The reactants are [CH2:1]([N:8]([CH2:23][C:24]1[CH:29]=[CH:28][CH:27]=[CH:26][CH:25]=1)[C:9]1[N:10]=[CH:11][CH:12]=[C:13]2[CH:17]=[C:16]([C:18]([O:20]CC)=O)[NH:15][C:14]=12)[C:2]1[CH:7]=[CH:6][CH:5]=[CH:4][CH:3]=1.[NH2:30][CH2:31][C:32]1[CH:33]=[N:34][CH:35]=[CH:36][CH:37]=1. The catalyst is ClCCl.O. The product is [CH2:23]([N:8]([CH2:1][C:2]1[CH:3]=[CH:4][CH:5]=[CH:6][CH:7]=1)[C:9]1[N:10]=[CH:11][CH:12]=[C:13]2[CH:17]=[C:16]([C:18]([NH:30][CH2:31][C:32]3[CH:33]=[N:34][CH:35]=[CH:36][CH:37]=3)=[O:20])[NH:15][C:14]=12)[C:24]1[CH:29]=[CH:28][CH:27]=[CH:26][CH:25]=1. The yield is 0.490. (2) The reactants are [C:1]([O:5][C@@H:6]([C:12]1[C:37]([CH3:38])=[N:36][C:35]2=[CH:39][C:32]3=[N:33][N:34]2[C:13]=1[N:14]1[CH2:42][CH2:41][C:17]([CH3:43])([O:18][CH2:19][CH2:20][CH2:21][CH2:22][CH2:23][C:24]2[CH:40]=[C:28]([CH2:29][O:30][CH2:31]3)[CH:27]=[CH:26][CH:25]=2)[CH2:16][CH2:15]1)[C:7]([O:9]CC)=[O:8])([CH3:4])([CH3:3])[CH3:2].[OH-].[Na+]. The catalyst is CCO. The product is [C:1]([O:5][C@@H:6]([C:12]1[C:37]([CH3:38])=[N:36][C:35]2=[CH:39][C:32]3=[N:33][N:34]2[C:13]=1[N:14]1[CH2:15][CH2:16][C:17]([CH3:43])([O:18][CH2:19][CH2:20][CH2:21][CH2:22][CH2:23][C:24]2[CH:40]=[C:28]([CH2:29][O:30][CH2:31]3)[CH:27]=[CH:26][CH:25]=2)[CH2:41][CH2:42]1)[C:7]([OH:9])=[O:8])([CH3:4])([CH3:2])[CH3:3]. The yield is 0.514. (3) The product is [CH:18]1([N:8]2[CH:7]=[N:6][C:5]3[C:9]2=[N:10][C:2]([Cl:1])=[N:3][C:4]=3[Cl:11])[CH2:20][CH2:19]1. The yield is 0.350. The reactants are [Cl:1][C:2]1[N:10]=[C:9]2[C:5]([NH:6][CH:7]=[N:8]2)=[C:4]([Cl:11])[N:3]=1.C(=O)([O-])[O-].[K+].[K+].[CH:18]1(I)[CH2:20][CH2:19]1. The catalyst is CS(C)=O. (4) The reactants are CC1(C)[O:6][C@@H:5]([CH2:7][O:8][NH:9][C:10]([C:12]2[CH:13]=[C:14]([F:30])[C:15]3[N:16]([CH:27]=[N:28][CH:29]=3)[C:17]=2[NH:18][C:19]2[CH:24]=[CH:23][C:22]([I:25])=[CH:21][C:20]=2[F:26])=[O:11])[CH2:4][O:3]1.Cl.O1CCOCC1. The catalyst is CO. The product is [OH:6][C@H:5]([CH2:4][OH:3])[CH2:7][O:8][NH:9][C:10]([C:12]1[CH:13]=[C:14]([F:30])[C:15]2[N:16]([CH:27]=[N:28][CH:29]=2)[C:17]=1[NH:18][C:19]1[CH:24]=[CH:23][C:22]([I:25])=[CH:21][C:20]=1[F:26])=[O:11]. The yield is 0.300.